From a dataset of Full USPTO retrosynthesis dataset with 1.9M reactions from patents (1976-2016). Predict the reactants needed to synthesize the given product. Given the product [CH3:40][C:36]1([CH3:41])[CH2:35][N:34]([S:31]([CH3:30])(=[O:33])=[O:32])[CH2:39][CH2:38][N:37]1[CH2:18][C:13]1[N:14]([CH3:17])[C:15]2[C:11]([N:12]=1)=[C:10]([N:20]1[CH2:21][CH2:22][O:23][CH2:24][CH2:25]1)[N:9]=[C:8]([N:7]1[C:6]3[CH:26]=[CH:27][CH:28]=[CH:29][C:5]=3[N:4]=[C:3]1[CH2:1][CH3:2])[N:16]=2, predict the reactants needed to synthesize it. The reactants are: [CH2:1]([C:3]1[N:7]([C:8]2[N:16]=[C:15]3[C:11]([N:12]=[C:13]([CH:18]=O)[N:14]3[CH3:17])=[C:10]([N:20]3[CH2:25][CH2:24][O:23][CH2:22][CH2:21]3)[N:9]=2)[C:6]2[CH:26]=[CH:27][CH:28]=[CH:29][C:5]=2[N:4]=1)[CH3:2].[CH3:30][S:31]([N:34]1[CH2:39][CH2:38][NH:37][C:36]([CH3:41])([CH3:40])[CH2:35]1)(=[O:33])=[O:32].C(O[BH-](OC(=O)C)OC(=O)C)(=O)C.[Na+].